This data is from Full USPTO retrosynthesis dataset with 1.9M reactions from patents (1976-2016). The task is: Predict the reactants needed to synthesize the given product. (1) Given the product [C:1]([NH:5][C:6]([C:8]1[CH:13]=[CH:12][C:11]([S:14]([N:17]2[C:21](=[O:22])[N:20]([CH2:39][C:40]3[CH:41]=[C:42]([C:43]([O:45][CH3:46])=[O:44])[CH:47]=[CH:48][CH:49]=3)[C:19]([C:23]3[CH:24]=[CH:25][C:26]([Cl:29])=[CH:27][CH:28]=3)=[N:18]2)(=[O:16])=[O:15])=[C:10]([O:30][CH3:31])[CH:9]=1)=[O:7])([CH3:4])([CH3:3])[CH3:2], predict the reactants needed to synthesize it. The reactants are: [C:1]([NH:5][C:6]([C:8]1[CH:13]=[CH:12][C:11]([S:14]([N:17]2[C:21](=[O:22])[NH:20][C:19]([C:23]3[CH:28]=[CH:27][C:26]([Cl:29])=[CH:25][CH:24]=3)=[N:18]2)(=[O:16])=[O:15])=[C:10]([O:30][CH3:31])[CH:9]=1)=[O:7])([CH3:4])([CH3:3])[CH3:2].C(=O)([O-])[O-].[Cs+].[Cs+].Br[CH2:39][C:40]1[CH:41]=[C:42]([CH:47]=[CH:48][CH:49]=1)[C:43]([O:45][CH3:46])=[O:44]. (2) Given the product [Cl:8][C:6]1[CH:5]=[CH:4][C:3]2[N:9]=[C:10]([CH2:11][CH3:12])[N:14]([C:15]3[C:16]([CH3:25])=[C:17]([CH:22]=[CH:23][CH:24]=3)[C:18]([O:20][CH3:21])=[O:19])[C:2]=2[CH:7]=1, predict the reactants needed to synthesize it. The reactants are: Br[C:2]1[CH:7]=[C:6]([Cl:8])[CH:5]=[CH:4][C:3]=1[NH:9][C:10](=O)[CH2:11][CH3:12].[NH2:14][C:15]1[C:16]([CH3:25])=[C:17]([CH:22]=[CH:23][CH:24]=1)[C:18]([O:20][CH3:21])=[O:19].C1C=CC(P(C2C(OC3C(P(C4C=CC=CC=4)C4C=CC=CC=4)=CC=CC=3)=CC=CC=2)C2C=CC=CC=2)=CC=1.P([O-])([O-])([O-])=O.[K+].[K+].[K+]. (3) Given the product [NH2:8][C:7]1[C:2]([C:19]#[C:18][C:20]2[CH:25]=[CH:24][N:23]=[C:22]([NH:26][C:27](=[O:29])[CH3:28])[CH:21]=2)=[N:3][CH:4]=[CH:5][C:6]=1[CH:9]([F:11])[F:10], predict the reactants needed to synthesize it. The reactants are: Cl[C:2]1[C:7]([NH2:8])=[C:6]([CH:9]([F:11])[F:10])[CH:5]=[CH:4][N:3]=1.C([O-])([O-])=O.[K+].[K+].[C:18]([C:20]1[CH:25]=[CH:24][N:23]=[C:22]([NH:26][C:27](=[O:29])[CH3:28])[CH:21]=1)#[CH:19]. (4) The reactants are: [CH2:1]([O:8][C@@H:9]1[CH2:12][C@H:11]([NH2:13])[CH2:10]1)[C:2]1[CH:7]=[CH:6][CH:5]=[CH:4][CH:3]=1.C(O)(=O)C.C([BH3-])#N.[Na+].O1CCCC1.O=[CH:28][CH2:29][N:30]([CH2:38][CH:39]=O)[C:31](=[O:37])[O:32][C:33]([CH3:36])([CH3:35])[CH3:34]. Given the product [CH2:1]([O:8][C@@H:9]1[CH2:12][C@H:11]([N:13]2[CH2:39][CH2:38][N:30]([C:31]([O:32][C:33]([CH3:35])([CH3:34])[CH3:36])=[O:37])[CH2:29][CH2:28]2)[CH2:10]1)[C:2]1[CH:7]=[CH:6][CH:5]=[CH:4][CH:3]=1, predict the reactants needed to synthesize it. (5) Given the product [CH2:1]([O:3][C:4](=[O:9])[CH:5]=[C:6]([O:7][CH2:15][CH3:16])[CH3:8])[CH3:2], predict the reactants needed to synthesize it. The reactants are: [CH2:1]([O:3][C:4](=[O:9])[CH2:5][C:6]([CH3:8])=[O:7])[CH3:2].OS(O)(=O)=O.[CH2:15](OC(OCC)OCC)[CH3:16].